From a dataset of Catalyst prediction with 721,799 reactions and 888 catalyst types from USPTO. Predict which catalyst facilitates the given reaction. (1) Reactant: [Cl:1][C:2]1[CH:7]=[CH:6][C:5]([NH:8][C:9]2[C:14]([NH2:15])=[CH:13][CH:12]=[CH:11][N:10]=2)=[CH:4][CH:3]=1.[C:16]([O:20][C:21]([NH:23][C@@H:24]([CH3:28])[C:25](O)=O)=[O:22])([CH3:19])([CH3:18])[CH3:17].C1C=NC2N(O)N=NC=2C=1.CN1CCOCC1.Cl.CN(C)CCCN=C=NCC. Product: [C:16]([O:20][C:21](=[O:22])[NH:23][C@H:24]([C:25]1[N:8]([C:5]2[CH:6]=[CH:7][C:2]([Cl:1])=[CH:3][CH:4]=2)[C:9]2=[N:10][CH:11]=[CH:12][CH:13]=[C:14]2[N:15]=1)[CH3:28])([CH3:19])([CH3:18])[CH3:17]. The catalyst class is: 2. (2) Reactant: [OH-].[Na+].[Cl:3][C:4]1[CH:5]=[CH:6][C:7]2[N:13]([CH2:14][C:15]([CH3:19])([CH3:18])[CH2:16][OH:17])[C:12](=[O:20])[C@@H:11]([CH2:21][C:22]([NH:24][CH2:25][CH2:26][C:27]3[O:31][C:30]([C:32]([O:34]CC)=[O:33])=[CH:29][C:28]=3[C:37]([O:39]C)=[O:38])=[O:23])[O:10][C@H:9]([C:41]3[CH:46]=[CH:45][CH:44]=[C:43]([O:47][CH3:48])[C:42]=3[O:49][CH3:50])[C:8]=2[CH:51]=1. Product: [Cl:3][C:4]1[CH:5]=[CH:6][C:7]2[N:13]([CH2:14][C:15]([CH3:18])([CH3:19])[CH2:16][OH:17])[C:12](=[O:20])[C@@H:11]([CH2:21][C:22]([NH:24][CH2:25][CH2:26][C:27]3[O:31][C:30]([C:32]([OH:34])=[O:33])=[CH:29][C:28]=3[C:37]([OH:39])=[O:38])=[O:23])[O:10][C@H:9]([C:41]3[CH:46]=[CH:45][CH:44]=[C:43]([O:47][CH3:48])[C:42]=3[O:49][CH3:50])[C:8]=2[CH:51]=1. The catalyst class is: 5. (3) Reactant: [NH:1]1[CH2:6][CH2:5][O:4][C@H:3]([CH2:7][NH:8][C:9](=[O:15])[O:10][C:11]([CH3:14])([CH3:13])[CH3:12])[CH2:2]1.[C:16]([C:18]1[CH:23]=[CH:22][CH:21]=[CH:20][C:19]=1[S:24](Cl)(=[O:26])=[O:25])#[N:17].C(N(CC)CC)C. Product: [C:16]([C:18]1[CH:23]=[CH:22][CH:21]=[CH:20][C:19]=1[S:24]([N:1]1[CH2:6][CH2:5][O:4][C@H:3]([CH2:7][NH:8][C:9](=[O:15])[O:10][C:11]([CH3:12])([CH3:14])[CH3:13])[CH2:2]1)(=[O:26])=[O:25])#[N:17]. The catalyst class is: 2.